The task is: Predict the product of the given reaction.. This data is from Forward reaction prediction with 1.9M reactions from USPTO patents (1976-2016). Given the reactants [CH3:1][CH:2]([CH3:21])[CH2:3][C@@H:4]([CH2:9][C:10](=[O:20])[NH:11][C@H](C1C=CC=CC=1)C)[CH2:5][C:6]([OH:8])=[O:7].C(N(CC)CC)C.C(Cl)(=O)C(C)(C)C.[C:36]1([C@@H:42]([NH:44]C(=O)C[C@H](CC(C)C)CC(N)=O)[CH3:43])[CH:41]=[CH:40][CH:39]=[CH:38][CH:37]=1, predict the reaction product. The product is: [CH2:3]([C@@H:4]([CH2:5][C:6]([OH:8])=[O:7])[CH2:9][C:10]([NH2:11])=[O:20])[CH:2]([CH3:21])[CH3:1].[C:36]1([C@@H:42]([NH-:44])[CH3:43])[CH:41]=[CH:40][CH:39]=[CH:38][CH:37]=1.